Task: Predict which catalyst facilitates the given reaction.. Dataset: Catalyst prediction with 721,799 reactions and 888 catalyst types from USPTO (1) Reactant: [Cl:1][C:2]1[CH:11]=[CH:10][C:9]([C:12]#[N:13])=[CH:8][C:3]=1[C:4]([O:6][CH3:7])=[O:5].[NH2:14][OH:15]. Product: [NH2:13][C:12](=[N:14][OH:15])[C:9]1[CH:10]=[CH:11][C:2]([Cl:1])=[C:3]([CH:8]=1)[C:4]([O:6][CH3:7])=[O:5]. The catalyst class is: 14. (2) Reactant: [OH:1][CH2:2][C:3]1[CH:4]=[C:5]2[C:9](=[CH:10][CH:11]=1)[NH:8][N:7]=[C:6]2[C:12]([O:14][CH3:15])=[O:13].[Si:16](Cl)([C:19]([CH3:22])([CH3:21])[CH3:20])([CH3:18])[CH3:17].N1C=CN=C1. Product: [Si:16]([O:1][CH2:2][C:3]1[CH:4]=[C:5]2[C:9](=[CH:10][CH:11]=1)[NH:8][N:7]=[C:6]2[C:12]([O:14][CH3:15])=[O:13])([C:19]([CH3:22])([CH3:21])[CH3:20])([CH3:18])[CH3:17]. The catalyst class is: 4.